From a dataset of Catalyst prediction with 721,799 reactions and 888 catalyst types from USPTO. Predict which catalyst facilitates the given reaction. Reactant: [CH3:1][O:2][C:3]1[CH:9]=[C:8]([B:10]2[O:14][C:13]([CH3:16])([CH3:15])[C:12]([CH3:18])([CH3:17])[O:11]2)[CH:7]=[CH:6][C:4]=1[NH2:5].[CH3:19][C:20]([O:23][C:24](O[C:24]([O:23][C:20]([CH3:22])([CH3:21])[CH3:19])=[O:25])=[O:25])([CH3:22])[CH3:21]. Product: [CH3:1][O:2][C:3]1[CH:9]=[C:8]([B:10]2[O:14][C:13]([CH3:16])([CH3:15])[C:12]([CH3:18])([CH3:17])[O:11]2)[CH:7]=[CH:6][C:4]=1[NH:5][C:24](=[O:25])[O:23][C:20]([CH3:22])([CH3:21])[CH3:19]. The catalyst class is: 11.